This data is from Catalyst prediction with 721,799 reactions and 888 catalyst types from USPTO. The task is: Predict which catalyst facilitates the given reaction. (1) Reactant: Br[C:2]1[CH:7]=[C:6]([F:8])[C:5]([Br:9])=[CH:4][C:3]=1[F:10].C([Li])CCC.CN(C)[CH:18]=[O:19].O. Product: [Br:9][C:5]1[C:6]([F:8])=[CH:7][C:2]([CH:18]=[O:19])=[C:3]([F:10])[CH:4]=1. The catalyst class is: 260. (2) Reactant: [OH:1][CH2:2][CH:3]1[CH2:8][CH2:7][N:6]([C:9]([O:11][C:12]([CH3:15])([CH3:14])[CH3:13])=[O:10])[CH2:5][CH2:4]1.C(N(CC)CC)C.[CH3:23][C:24]1[CH:29]=[CH:28][C:27]([S:30](Cl)(=[O:32])=[O:31])=[CH:26][CH:25]=1. Product: [S:30]([O:1][CH2:2][CH:3]1[CH2:8][CH2:7][N:6]([C:9]([O:11][C:12]([CH3:15])([CH3:14])[CH3:13])=[O:10])[CH2:5][CH2:4]1)([C:27]1[CH:28]=[CH:29][C:24]([CH3:23])=[CH:25][CH:26]=1)(=[O:32])=[O:31]. The catalyst class is: 143. (3) Reactant: [N:1]([CH2:4][C:5]1[C:6]([C:12]2[C:17]3[S:18][C:19]([C:21]4[C:26]([F:27])=[CH:25][N:24]=[C:23]([NH:28][CH2:29][CH2:30][N:31]5[CH2:35][CH2:34][NH:33][C:32]5=[O:36])[N:22]=4)=[CH:20][C:16]=3[CH:15]=[CH:14][CH:13]=2)=[CH:7][C:8]([F:11])=[N:9][CH:10]=1)=[N+]=[N-].C(O)=O.NN.C(=O)([O-])[O-].[Na+].[Na+]. Product: [NH2:1][CH2:4][C:5]1[C:6]([C:12]2[C:17]3[S:18][C:19]([C:21]4[C:26]([F:27])=[CH:25][N:24]=[C:23]([NH:28][CH2:29][CH2:30][N:31]5[CH2:35][CH2:34][NH:33][C:32]5=[O:36])[N:22]=4)=[CH:20][C:16]=3[CH:15]=[CH:14][CH:13]=2)=[CH:7][C:8]([F:11])=[N:9][CH:10]=1. The catalyst class is: 171. (4) Reactant: C(OC([N:8]([CH2:38][C:39]([O:41]C(C)(C)C)=[O:40])[C:9]1[CH:14]=[CH:13][CH:12]=[C:11]([CH:15]([CH2:27][C:28]2[CH:33]=[CH:32][C:31]([C:34]([CH3:37])([CH3:36])[CH3:35])=[CH:30][CH:29]=2)[NH:16][S:17]([C:20]2[CH:25]=[CH:24][C:23]([F:26])=[CH:22][CH:21]=2)(=[O:19])=[O:18])[N:10]=1)=O)(C)(C)C.[ClH:46].O1CCOCC1. Product: [ClH:46].[C:34]([C:31]1[CH:30]=[CH:29][C:28]([CH2:27][CH:15]([NH:16][S:17]([C:20]2[CH:25]=[CH:24][C:23]([F:26])=[CH:22][CH:21]=2)(=[O:18])=[O:19])[C:11]2[N:10]=[C:9]([NH:8][CH2:38][C:39]([OH:41])=[O:40])[CH:14]=[CH:13][CH:12]=2)=[CH:33][CH:32]=1)([CH3:37])([CH3:35])[CH3:36]. The catalyst class is: 2.